From a dataset of NCI-60 drug combinations with 297,098 pairs across 59 cell lines. Regression. Given two drug SMILES strings and cell line genomic features, predict the synergy score measuring deviation from expected non-interaction effect. (1) Drug 1: CC1OCC2C(O1)C(C(C(O2)OC3C4COC(=O)C4C(C5=CC6=C(C=C35)OCO6)C7=CC(=C(C(=C7)OC)O)OC)O)O. Drug 2: CNC(=O)C1=NC=CC(=C1)OC2=CC=C(C=C2)NC(=O)NC3=CC(=C(C=C3)Cl)C(F)(F)F. Cell line: NCI-H322M. Synergy scores: CSS=3.52, Synergy_ZIP=-7.77, Synergy_Bliss=-4.12, Synergy_Loewe=-10.2, Synergy_HSA=-5.13. (2) Drug 1: CN(CCCl)CCCl.Cl. Drug 2: CC(C)NC(=O)C1=CC=C(C=C1)CNNC.Cl. Cell line: SF-539. Synergy scores: CSS=19.4, Synergy_ZIP=-4.52, Synergy_Bliss=1.81, Synergy_Loewe=-12.4, Synergy_HSA=-1.33. (3) Drug 1: CCC1=CC2CC(C3=C(CN(C2)C1)C4=CC=CC=C4N3)(C5=C(C=C6C(=C5)C78CCN9C7C(C=CC9)(C(C(C8N6C)(C(=O)OC)O)OC(=O)C)CC)OC)C(=O)OC.C(C(C(=O)O)O)(C(=O)O)O. Drug 2: CN(C(=O)NC(C=O)C(C(C(CO)O)O)O)N=O. Cell line: SNB-19. Synergy scores: CSS=35.1, Synergy_ZIP=-0.944, Synergy_Bliss=-1.21, Synergy_Loewe=-8.25, Synergy_HSA=-0.0585. (4) Drug 1: C1CCN(CC1)CCOC2=CC=C(C=C2)C(=O)C3=C(SC4=C3C=CC(=C4)O)C5=CC=C(C=C5)O. Drug 2: C1CC(C1)(C(=O)O)C(=O)O.[NH2-].[NH2-].[Pt+2]. Cell line: SK-MEL-5. Synergy scores: CSS=31.6, Synergy_ZIP=0.853, Synergy_Bliss=2.98, Synergy_Loewe=-1.78, Synergy_HSA=-2.11. (5) Drug 1: CC1CCC2CC(C(=CC=CC=CC(CC(C(=O)C(C(C(=CC(C(=O)CC(OC(=O)C3CCCCN3C(=O)C(=O)C1(O2)O)C(C)CC4CCC(C(C4)OC)OCCO)C)C)O)OC)C)C)C)OC. Drug 2: CC12CCC3C(C1CCC2O)C(CC4=C3C=CC(=C4)O)CCCCCCCCCS(=O)CCCC(C(F)(F)F)(F)F. Cell line: HT29. Synergy scores: CSS=22.8, Synergy_ZIP=11.9, Synergy_Bliss=15.7, Synergy_Loewe=12.9, Synergy_HSA=13.3.